Dataset: NCI-60 drug combinations with 297,098 pairs across 59 cell lines. Task: Regression. Given two drug SMILES strings and cell line genomic features, predict the synergy score measuring deviation from expected non-interaction effect. Drug 1: CCCCCOC(=O)NC1=NC(=O)N(C=C1F)C2C(C(C(O2)C)O)O. Cell line: SK-MEL-2. Drug 2: CC1C(C(CC(O1)OC2CC(CC3=C2C(=C4C(=C3O)C(=O)C5=CC=CC=C5C4=O)O)(C(=O)C)O)N)O. Synergy scores: CSS=27.4, Synergy_ZIP=0.703, Synergy_Bliss=0.954, Synergy_Loewe=-46.2, Synergy_HSA=-3.21.